From a dataset of Forward reaction prediction with 1.9M reactions from USPTO patents (1976-2016). Predict the product of the given reaction. (1) Given the reactants [C:1]1([C:7]2[C:11]([CH2:12][CH2:13][CH2:14][OH:15])=[CH:10][N:9]([C:16]3[CH:21]=[CH:20][C:19]([C:22]([F:25])([F:24])[F:23])=[CH:18][N:17]=3)[N:8]=2)[CH:6]=[CH:5][CH:4]=[CH:3][CH:2]=1.O[C:27]1[CH:31]=[C:30]([CH2:32][CH2:33][C:34]([O:36]CC)=[O:35])[N:29]([C:39]2[CH:44]=[CH:43][CH:42]=[CH:41][CH:40]=2)[N:28]=1.C(P(CCCC)CCCC)CCC.N(C(N1CCCCC1)=O)=NC(N1CCCCC1)=O, predict the reaction product. The product is: [C:39]1([N:29]2[C:30]([CH2:32][CH2:33][C:34]([OH:36])=[O:35])=[CH:31][C:27]([O:15][CH2:14][CH2:13][CH2:12][C:11]3[C:7]([C:1]4[CH:2]=[CH:3][CH:4]=[CH:5][CH:6]=4)=[N:8][N:9]([C:16]4[CH:21]=[CH:20][C:19]([C:22]([F:24])([F:23])[F:25])=[CH:18][N:17]=4)[CH:10]=3)=[N:28]2)[CH:44]=[CH:43][CH:42]=[CH:41][CH:40]=1. (2) Given the reactants [C:1]([O:5][C:6](=[O:13])[NH:7][N:8]1[CH:12]=[CH:11][CH:10]=[CH:9]1)([CH3:4])([CH3:3])[CH3:2].[F:14][C:15]1[CH:22]=[C:21]([F:23])[CH:20]=[CH:19][C:16]=1[CH2:17]Br.[H-].[Na+], predict the reaction product. The product is: [C:1]([O:5][C:6](=[O:13])[N:7]([CH2:17][C:16]1[CH:19]=[CH:20][C:21]([F:23])=[CH:22][C:15]=1[F:14])[N:8]1[CH:12]=[CH:11][CH:10]=[CH:9]1)([CH3:4])([CH3:2])[CH3:3].